Dataset: Reaction yield outcomes from USPTO patents with 853,638 reactions. Task: Predict the reaction yield, written as a fraction of the theoretical maximum amount of product (1.0 means a 100% yield; for example, 0.34 means a 34% yield). (1) The reactants are [OH:1][C:2]1[C:3]([O:15][CH3:16])=[CH:4][C:5]([N+:12]([O-])=O)=[C:6]([CH:11]=1)[C:7]([O:9][CH3:10])=[O:8].[H][H]. The catalyst is CCOC(C)=O.[Pd]. The product is [NH2:12][C:5]1[CH:4]=[C:3]([O:15][CH3:16])[C:2]([OH:1])=[CH:11][C:6]=1[C:7]([O:9][CH3:10])=[O:8]. The yield is 0.920. (2) The reactants are [C:1]1(=[CH:7][C:8]#[N:9])[CH2:6][CH2:5][CH2:4][CH2:3][CH2:2]1.[N+:10]([CH3:13])([O-:12])=[O:11].[F-].C([N+](CCCC)(CCCC)CCCC)CCC. The catalyst is O1CCCC1.C(OCC)(=O)C. The product is [N+:10]([CH2:13][C:1]1([CH2:7][C:8]#[N:9])[CH2:6][CH2:5][CH2:4][CH2:3][CH2:2]1)([O-:12])=[O:11]. The yield is 0.710. (3) The reactants are [O:1]1[CH:3]2[CH2:4][CH2:5][C:6]3[C:11]([CH:2]12)=[CH:10][CH:9]=[CH:8][CH:7]=3.[OH-].[NH4+:13]. No catalyst specified. The product is [NH4+:13].[OH-:1].[NH2:13][C@@H:2]1[C:11]2[C:6](=[CH:7][CH:8]=[CH:9][CH:10]=2)[CH2:5][CH2:4][C@H:3]1[OH:1]. The yield is 0.00500. (4) The reactants are [Cl:1][C:2]1[CH:3]=[C:4]([C:8]2[CH:9]=[C:10]([CH2:17]O)[C:11]([CH3:16])=[N:12][C:13]=2[O:14][CH3:15])[CH:5]=[CH:6][CH:7]=1.[Cl:19]C1C=C(C2C(OC)=NC(C)=C(C=2)C=O)C=CC=1.[BH4-].[Na+]. The catalyst is CO. The product is [Cl:19][CH2:17][C:10]1[C:11]([CH3:16])=[N:12][C:13]([O:14][CH3:15])=[C:8]([C:4]2[CH:5]=[CH:6][CH:7]=[C:2]([Cl:1])[CH:3]=2)[CH:9]=1. The yield is 0.910. (5) The reactants are [F:1][C:2]1[CH:27]=[C:26]([S:28]([CH3:31])(=[O:30])=[O:29])[CH:25]=[CH:24][C:3]=1[CH2:4][O:5][CH2:6][C@@H:7]1[CH2:9][C@@H:8]1[CH:10]1[CH2:15][CH2:14][N:13]([C:16]2[N:21]=[CH:20][C:19]([CH:22]=[O:23])=[CH:18][N:17]=2)[CH2:12][CH2:11]1.[BH4-].[Na+]. The catalyst is CO. The product is [F:1][C:2]1[CH:27]=[C:26]([S:28]([CH3:31])(=[O:30])=[O:29])[CH:25]=[CH:24][C:3]=1[CH2:4][O:5][CH2:6][C@@H:7]1[CH2:9][C@@H:8]1[CH:10]1[CH2:11][CH2:12][N:13]([C:16]2[N:21]=[CH:20][C:19]([CH2:22][OH:23])=[CH:18][N:17]=2)[CH2:14][CH2:15]1. The yield is 0.990. (6) The reactants are [F:1][C:2]1[C:3]([OH:22])=[C:4]([CH:7]=[C:8]([CH:11]2[CH2:16][CH2:15][CH:14]([CH2:17][CH2:18][CH2:19][CH2:20][CH3:21])[CH2:13][CH2:12]2)[C:9]=1[F:10])[CH:5]=O.[CH:23](/B(O)O)=[CH:24]\[CH2:25][CH2:26][CH3:27].C(NCC1C=CC=CC=1)C1C=CC=CC=1.O. The catalyst is O1CCOCC1. The product is [F:10][C:9]1[C:2]([F:1])=[C:3]2[C:4]([CH:5]=[CH:23][CH:24]([CH2:25][CH2:26][CH3:27])[O:22]2)=[CH:7][C:8]=1[CH:11]1[CH2:12][CH2:13][CH:14]([CH2:17][CH2:18][CH2:19][CH2:20][CH3:21])[CH2:15][CH2:16]1. The yield is 0.860. (7) The reactants are [C:1](S)([CH3:4])([CH3:3])[CH3:2].[H-].[Na+].Cl[C:9]1[CH:14]=[CH:13][CH:12]=[C:11]([C:15]#[N:16])[N:10]=1. The catalyst is O1CCCC1. The product is [C:15]([C:11]1[CH:12]=[CH:13][CH:14]=[C:9]([C:1]([CH3:4])([CH3:3])[CH3:2])[N:10]=1)#[N:16]. The yield is 0.860.